Dataset: Full USPTO retrosynthesis dataset with 1.9M reactions from patents (1976-2016). Task: Predict the reactants needed to synthesize the given product. (1) Given the product [C:8]1([CH2:14][C:15]([CH:3]2[C:4](=[O:7])[CH2:5][CH2:6][O:1][CH2:2]2)=[O:16])[CH:13]=[CH:12][CH:11]=[CH:10][CH:9]=1, predict the reactants needed to synthesize it. The reactants are: [O:1]1[CH2:6][CH2:5][C:4](=[O:7])[CH2:3][CH2:2]1.[C:8]1([CH2:14][C:15](Cl)=[O:16])[CH:13]=[CH:12][CH:11]=[CH:10][CH:9]=1. (2) Given the product [CH3:1][O:2][C:3](=[O:13])[CH2:4][CH2:5][CH2:6][CH2:7][C:8](=[O:12])[CH2:9][CH2:10][OH:11], predict the reactants needed to synthesize it. The reactants are: [CH3:1][O:2][C:3](=[O:13])[CH2:4][CH2:5][CH2:6][CH2:7][C:8](=[O:12])[CH:9]1[O:11][CH2:10]1. (3) Given the product [C:1]([O:5][C:6](=[O:35])[NH:7][CH2:8][C@H:9]1[CH2:14][CH2:13][C@H:12]([CH2:15][NH:16][C:17]2[C:22]([N+:23]([O-:25])=[O:24])=[CH:21][N:20]=[C:19]([NH:26][CH2:27][C:28]3[CH:29]=[C:30]([C:43]4[CH:42]=[CH:41][CH:40]=[C:39]([CH2:38][NH2:37])[CH:44]=4)[CH:31]=[CH:32][CH:33]=3)[N:18]=2)[CH2:11][CH2:10]1)([CH3:4])([CH3:3])[CH3:2], predict the reactants needed to synthesize it. The reactants are: [C:1]([O:5][C:6](=[O:35])[NH:7][CH2:8][C@H:9]1[CH2:14][CH2:13][C@H:12]([CH2:15][NH:16][C:17]2[C:22]([N+:23]([O-:25])=[O:24])=[CH:21][N:20]=[C:19]([NH:26][CH2:27][C:28]3[CH:33]=[CH:32][CH:31]=[C:30](Br)[CH:29]=3)[N:18]=2)[CH2:11][CH2:10]1)([CH3:4])([CH3:3])[CH3:2].Cl.[NH2:37][CH2:38][C:39]1[CH:40]=[C:41](B(O)O)[CH:42]=[CH:43][CH:44]=1.C(=O)([O-])[O-].[Na+].[Na+].C(COC)OC. (4) Given the product [Na+:34].[Br:1][C:2]1[CH:3]=[CH:4][C:5]([CH2:8][CH2:9][S:31]([O-:33])(=[O:32])=[O:30])=[CH:6][CH:7]=1, predict the reactants needed to synthesize it. The reactants are: [Br:1][C:2]1[CH:7]=[CH:6][C:5]([CH2:8][CH2:9]OS(C)(=O)=O)=[CH:4][CH:3]=1.BrC1C=CC(CCO)=CC=1.CS(Cl)(=O)=O.[O-:30][S:31]([O-:33])=[O:32].[Na+:34].[Na+].